From a dataset of B-cell epitopes from IEDB database with 3,159 antigens for binding position prediction. Token-level Classification. Given an antigen amino acid sequence, predict which amino acid positions are active epitope sites capable of antibody binding. Output is a list of indices for active positions. (1) Given the antigen sequence: VKDGYIVDDVNCTYFCGRNAYCNEECTKLKGESGYCQWASPYGNACYCYKLPDHVRTKGPGRCH, which amino acid positions are active epitope sites? The epitope positions are: [29, 30, 31, 32, 33, 34, 35]. The amino acids at these positions are: KGESGYC. (2) Given the antigen sequence: MRCIGISNRDFVEGVSGGSWVDIVLEHGSCVTTMAKNKPTLDFELIKTEAKQPATLRKYCIEAKLTNTTTESRCPTQGEPSLNEEQDKRFLCKHSMVDRGWGNGCGLFGKGGIVTCAMFTCKKNMEGKVVLPENLEYTIVITPHSGEEHAVGNDTGKHGKEIKITPQSSITEAELTGYGTVTMECSPRTGLDFNEMVLLQMEDKAWLVHRQWFLDLPLPWLPGADTQGSNWIQKETLVTFKNPHAKKQDVVVLGSQEGAMHTALTGATEIQMSSGNLLFTGHLKCRLRMDKLQLKGMSYSMCTGKFKIVKEIAETQHGTIVIRVQYEGDGSPCKIPFEIMDLEKRHVLGRLITVNPIVTEKDSPVNIEAEPPFGDSYIIIGVEPGQLKLNWFKKGSSIGQMFETTMRGAKRMAILGDTAWDFGSLGGVFTSIGKALHQVFGAIYGAAFSGVSWTMKILIGVIITWIGMNSRSTSLSVSLVLVGVVTLYLGVMVQA, which amino acid positions are active epitope sites? The epitope positions are: [166, 167, 168, 169, 170, 171, 172, 173, 174, 175, 176, 177, 178, 179, 180, 181, 182, 183, 184, 185... (35 total positions)]. The amino acids at these positions are: QSSITEAELTGYGTVTMECSPRTGLDFNEM.... (3) Given the antigen sequence: MRQGAARGCRWFVVWALLGLTLGVLVASAAPSSPGTPGVAAATQAANGGPATPAPPAPGPAPTGDTKPKKNKKPKNPPPPRPAGDNATVAAGHATLREHLRDIKAENTDANFYVCPPPTGATVVQFEQPRRCPTRPEGQNYTEGIAVVFKENIAPYKFKATMYYKDVTVSQVWFGHRYSQFMGIFEDRAPVPFEEVIDKINAKGVCRSTAKYVRNNLETTAFHRDDHETDMELKPANAATRTSRGWHTTDLKYNPSRVEAFHRYGTTVNCIVEEVDARSVYPYDEFVLATGDFVYMSPFYGYREGSHTEHTSYAADRFKQVDGFYARDLTTKARATAPTTRNLLTTPKFTVAWDWVPKRPSVCTMTKWQEVDEMLRSEYGGSFRFSSDAISTTFTTNLTEYPLSRVDLGDCIGKDARDAMDRIFARRYNATHIKVGQPQYYLANGGFLIAYQPLLSNTLAELYVREHLREQSRKPPNPTPPPPGASANASVERIKTTSSI..., which amino acid positions are active epitope sites? The epitope positions are: [29, 30, 31, 32, 33, 34, 35, 36, 37, 38, 39, 40, 41, 42, 43, 44, 45, 46, 47, 48]. The amino acids at these positions are: APSSPGTPGVAAATQAANGG. (4) Given the antigen sequence: MSKKPGGPGKSRAVNMLKRGMPRVLSLIGLKRAMLSLIDGKGPIRFVLALLAFFRFTAIAPTRAVLDRWRGVNKQTAMKHLLSFKKELGTLTSAINRRSLKQKKRGGKTGIAVMIGLITSVGAVTLSNFQGKVMMTVNATDVTDVITIPTAAGKNLCTVRAMDVGYMCDDTITYECPVLSAGNDPEDIDCWCTKSAVYVRYGRCTKTRHSRRSRRSLTVQTHGESTLANKKGAWMDSTKATRYLVKTESWILRNPGYALVAAVIGWMLGSNTMQRVVFVVLLLLVAPAYSFNCLGMSNRDFLEGVSGATWVDLVLEGDSCVTIMSKDKPTIDVKMMNMEAANLAEVRSYCYLATVSDLSTKAACPTMGEAHNDKRADPAFVCRQGVVDRGWGNGCGLFGKGSIDTCAKFACSTKATGRTILKENIKYEVAIFVHGPTTVESHRNYSTQIGATQAGRFSITPAAPSYTLKLGEYGEVTVDCEPRSGIDTNAYYVMTVGTKT..., which amino acid positions are active epitope sites? The epitope positions are: [895, 896, 897, 898, 899, 900]. The amino acids at these positions are: TATTEK. (5) Given the antigen sequence: MGFVCLFGLVVMGAWGAWGGSQATEYVLRSVIAKEVGDILRVPCMRTPADDVSWRYEAPSVIDYARIDGIFLRYHCPGLDTFLWDRHAQRAYLVNPFLFAAGFLEDLSHSVFPADTQETTTRRALYKEIRDALGSRKQAVSHAPVRAGCVNFDYSRTRRCVGRRDLRPANTTSTWEPPVSSDDEASSQSKPLATQPPVLALSNAPPRRVSPTRGRRRHTRLRRN, which amino acid positions are active epitope sites? The epitope positions are: [190, 191, 192, 193, 194, 195, 196, 197, 198, 199, 200]. The amino acids at these positions are: PLATQPPVLAL. (6) Given the antigen sequence: MFANSSAAAVTAASNSPQRSPRPSPKKAAVKKAAAKKAAAKKAAAKKAAPKRAAPKKAAPKKAAPKKAAAKRAAKKSAPKKAVKKAVKAAKKAVKKAAKKATKRTAKKAAKK, which amino acid positions are active epitope sites? The epitope positions are: [92, 93, 94, 95, 96, 97, 98, 99, 100, 101, 102, 103, 104, 105, 106, 107, 108, 109, 110, 111]. The amino acids at these positions are: AVKKAAKKATKRTAKKAAKK. (7) The epitope positions are: [99, 100, 101, 102, 103, 104, 105, 106, 107, 108, 109, 110, 111, 112, 113, 114, 115, 116, 117, 118... (26 total positions)]. The amino acids at these positions are: EPSQNDISPKTKSLRKKKEPIEKKVV. Given the antigen sequence: LPLHAVEKTGRPGQPALKMPGKLRSDAGLESDTAMKKGETLRKQIEEKEKKEKPKSDKTEEIAEEEETVFPKAKQVKKKAEPSEVDMNSPKSKKAKKKEEPSQNDISPKTKSLRKKKEPIEKKVVSSKTKKVTKNEEPSEEEIDAPKPKKMKKEKEMNGETREKSPKLKNGFPHPEPDCNPSEAASEESNSEIEQEIPVEQKEGAFSNFPISEETIKLLKGRGVTFLFPIQAKTFHHVYSGKDLIAQARTGTGKTFSFAIPLIEKLHGELQDRKRGRAPQVLVLAPTRELANQVSKDFSDITKKLSVACFYGGTPYGGQFERMRNGIDILVGTPGRIKDHIQNGKLDLTKLKHVVLDEVDQMLDMGFADQVEEILSVAYKKDSEDNPQTLLFSATCPHWVFNVAKKYMKSTYEQVDLIGKKTQKTAITVEHLAIKCHWTQRAAVIGDVIRVYSGHQGRTIIFCETKKEAQELSQNSAIKQDAQSLHGDIPQKQREITLKG..., which amino acid positions are active epitope sites? (8) Given the antigen sequence: MSLLTEVETPTRNGWGCRCSDSSDPLVVAANIIGILHLILWILDRLFFKCIYRRFKYGLKRGPSTEGVPESMREEYRQEQQSAVDVDVGHFVNIELE, which amino acid positions are active epitope sites? The epitope positions are: [0, 1, 2, 3, 4, 5, 6, 7, 8, 9, 10, 11, 12, 13, 14, 15, 16, 17, 18, 19... (24 total positions)]. The amino acids at these positions are: MSLLTEVETPTRNGWGCRCSDSSD.